From a dataset of Full USPTO retrosynthesis dataset with 1.9M reactions from patents (1976-2016). Predict the reactants needed to synthesize the given product. (1) Given the product [OH:26][CH:25]([C:23]1[N:22]=[CH:21][N:20]([C:1]([C:14]2[CH:15]=[CH:16][CH:17]=[CH:18][CH:19]=2)([C:8]2[CH:9]=[CH:10][CH:11]=[CH:12][CH:13]=2)[C:2]2[CH:7]=[CH:6][CH:5]=[CH:4][CH:3]=2)[CH:24]=1)[CH2:29][C:28]([O:31][CH2:32][CH3:33])=[O:30], predict the reactants needed to synthesize it. The reactants are: [C:1]([N:20]1[CH:24]=[C:23]([CH:25]=[O:26])[N:22]=[CH:21]1)([C:14]1[CH:19]=[CH:18][CH:17]=[CH:16][CH:15]=1)([C:8]1[CH:13]=[CH:12][CH:11]=[CH:10][CH:9]=1)[C:2]1[CH:7]=[CH:6][CH:5]=[CH:4][CH:3]=1.Cl.[C:28]([O:31][CH2:32][CH3:33])(=[O:30])[CH3:29]. (2) The reactants are: [CH3:1][O:2][C:3]1[CH:25]=[CH:24][C:6]([CH2:7][NH:8][C:9]2[CH:14]=[C:13]([O:15][C:16]3[CH:21]=[CH:20][C:19]([NH2:22])=[CH:18][C:17]=3[F:23])[N:12]=[CH:11][N:10]=2)=[CH:5][CH:4]=1.COC1C=CC(CNC2N=CN=C(OC3C=CC(NC(NC(=O)CC4C=CC(F)=CC=4)=O)=CC=3F)C=2)=CC=1.NC1N=CN=C(OC2C=CC(NC(NC(=O)CC3C=CC(F)=CC=3)=S)=CC=2F)C=1.CN(C(ON1N=NC2C=CC=CC1=2)=[N+](C)C)C.[B-](F)(F)(F)F.CCN(C(C)C)C(C)C.[F:124][C:125]1[CH:130]=[CH:129][C:128]([N:131](C2C=CC(OC3C=CN=CC=3)=CC=2)[C:132](=[O:137])[CH2:133][C:134](N)=[O:135])=[CH:127][CH:126]=1. Given the product [CH3:1][O:2][C:3]1[CH:4]=[CH:5][C:6]([CH2:7][NH:8][C:9]2[N:10]=[CH:11][N:12]=[C:13]([O:15][C:16]3[CH:21]=[CH:20][C:19]([NH:22][C:134](=[O:135])[CH2:133][C:132]([NH:131][C:128]4[CH:129]=[CH:130][C:125]([F:124])=[CH:126][CH:127]=4)=[O:137])=[CH:18][C:17]=3[F:23])[CH:14]=2)=[CH:24][CH:25]=1, predict the reactants needed to synthesize it.